From a dataset of Full USPTO retrosynthesis dataset with 1.9M reactions from patents (1976-2016). Predict the reactants needed to synthesize the given product. (1) The reactants are: [Cl:1][C:2]1[N:7]=[C:6]2[S:8][C:9]([N:11]=[C:12](SC)SC)=[N:10][C:5]2=[CH:4][CH:3]=1.Cl.Cl.[NH2:19][CH2:20][C@@:21]1([OH:29])[CH:26]2[CH2:27][CH2:28][N:23]([CH2:24][CH2:25]2)[CH2:22]1.C(=O)([O-])[O-].[Cs+].[Cs+].O. Given the product [Cl:1][C:2]1[N:7]=[C:6]2[S:8][C:9]([NH:11][C:12]3[O:29][C@:21]4([CH2:20][N:19]=3)[CH:26]3[CH2:27][CH2:28][N:23]([CH2:24][CH2:25]3)[CH2:22]4)=[N:10][C:5]2=[CH:4][CH:3]=1, predict the reactants needed to synthesize it. (2) Given the product [C:44]([O:43][CH:16]1[CH:9]([O:8][CH2:1][C:2]2[CH:3]=[CH:4][CH:5]=[CH:6][CH:7]=2)[C:10]([C:21]([C:53]2[CH:52]=[CH:19][CH:10]=[CH:9][CH:16]=2)([C:2]2[CH:7]=[CH:6][CH:5]=[CH:4][CH:3]=2)[O:22][SiH2:23][C:36]([CH3:37])([CH3:39])[CH3:38])([CH:19]=[CH2:20])[O:11][CH:12]1[O:13][C:14](=[O:15])[CH3:18])(=[O:46])[CH3:45], predict the reactants needed to synthesize it. The reactants are: [CH2:1]([O:8][CH:9]1[CH:16]2[CH:12]([O:13][C:14]([CH3:18])(C)[O:15]2)[O:11][C:10]1([CH2:21][O:22][Si:23]([C:36]([CH3:39])([CH3:38])[CH3:37])(C1C=CC=CC=1)C1C=CC=CC=1)[CH:19]=[CH2:20])[C:2]1[CH:7]=[CH:6][CH:5]=[CH:4][CH:3]=1.C([O:43][C:44](=[O:46])[CH3:45])(=O)C.OS(O)(=O)=O.[C:52](O)(=O)[CH3:53]. (3) Given the product [CH3:1][C:2]1[CH:7]=[C:6]([CH3:8])[CH:5]=[CH:4][C:3]=1[N:9]1[CH2:10][CH2:11][N:12]([S:25]([C:16]2[CH:17]=[CH:18][C:19]3[C:24](=[CH:23][CH:22]=[CH:21][CH:20]=3)[CH:15]=2)(=[O:27])=[O:26])[CH2:13][CH2:14]1, predict the reactants needed to synthesize it. The reactants are: [CH3:1][C:2]1[CH:7]=[C:6]([CH3:8])[CH:5]=[CH:4][C:3]=1[N:9]1[CH2:14][CH2:13][NH:12][CH2:11][CH2:10]1.[CH:15]1[C:24]2[C:19](=[CH:20][CH:21]=[CH:22][CH:23]=2)[CH:18]=[CH:17][C:16]=1[S:25](Cl)(=[O:27])=[O:26].C(N(C(C)C)CC)(C)C. (4) The reactants are: Cl.[NH:2]1[C:10]2[C:5](=[CH:6][C:7]([NH:11][C:12]([C:14]3[C:15]([C:20]4[CH:25]=[CH:24][C:23]([C:26]([F:29])([F:28])[F:27])=[CH:22][CH:21]=4)=[CH:16][CH:17]=[CH:18][CH:19]=3)=[O:13])=[CH:8][CH:9]=2)[CH2:4][CH2:3]1.[CH3:30][C:31]1[S:32][CH:33]=[C:34]([CH2:36][C:37](O)=[O:38])[N:35]=1.ON1C2C=CC=CC=2N=N1.Cl.CN(C)CCCN=C=NCC. Given the product [CH3:30][C:31]1[S:32][CH:33]=[C:34]([CH2:36][C:37]([N:2]2[C:10]3[C:5](=[CH:6][C:7]([NH:11][C:12]([C:14]4[C:15]([C:20]5[CH:21]=[CH:22][C:23]([C:26]([F:27])([F:28])[F:29])=[CH:24][CH:25]=5)=[CH:16][CH:17]=[CH:18][CH:19]=4)=[O:13])=[CH:8][CH:9]=3)[CH2:4][CH2:3]2)=[O:38])[N:35]=1, predict the reactants needed to synthesize it. (5) Given the product [Br:1][C:2]1[CH:7]=[C:6]([CH2:8][C:9]2[CH:14]=[CH:13][C:12]([CH2:15][CH3:16])=[CH:11][CH:10]=2)[C:5]([Cl:17])=[CH:4][C:3]=1[CH2:18][O:19][CH2:29][O:30][CH3:31], predict the reactants needed to synthesize it. The reactants are: [Br:1][C:2]1[CH:7]=[C:6]([CH2:8][C:9]2[CH:14]=[CH:13][C:12]([CH2:15][CH3:16])=[CH:11][CH:10]=2)[C:5]([Cl:17])=[CH:4][C:3]=1[CH2:18][OH:19].C(N(CC)C(C)C)(C)C.[CH2:29](Cl)[O:30][CH3:31]. (6) Given the product [OH:9][CH2:8][C:6]1[CH:5]=[C:4]([N:10]2[CH2:15][CH2:14][O:13][CH2:12][C@@H:11]2[CH3:16])[N:3]=[C:2]([C:30]2[CH:31]=[CH:32][C:27]([NH:26][C:25]([NH:24][CH2:23][C:21]3[CH:20]=[N:19][N:18]([CH3:17])[CH:22]=3)=[O:42])=[CH:28][CH:29]=2)[N:7]=1, predict the reactants needed to synthesize it. The reactants are: Cl[C:2]1[N:7]=[C:6]([CH2:8][OH:9])[CH:5]=[C:4]([N:10]2[CH2:15][CH2:14][O:13][CH2:12][C@@H:11]2[CH3:16])[N:3]=1.[CH3:17][N:18]1[CH:22]=[C:21]([CH2:23][NH:24][C:25](=[O:42])[NH:26][C:27]2[CH:32]=[CH:31][C:30](B3OC(C)(C)C(C)(C)O3)=[CH:29][CH:28]=2)[CH:20]=[N:19]1.